Dataset: NCI-60 drug combinations with 297,098 pairs across 59 cell lines. Task: Regression. Given two drug SMILES strings and cell line genomic features, predict the synergy score measuring deviation from expected non-interaction effect. Drug 1: CN(CCCl)CCCl.Cl. Drug 2: CCC1(C2=C(COC1=O)C(=O)N3CC4=CC5=C(C=CC(=C5CN(C)C)O)N=C4C3=C2)O.Cl. Cell line: MCF7. Synergy scores: CSS=12.6, Synergy_ZIP=-5.89, Synergy_Bliss=2.19, Synergy_Loewe=-3.51, Synergy_HSA=1.73.